This data is from Catalyst prediction with 721,799 reactions and 888 catalyst types from USPTO. The task is: Predict which catalyst facilitates the given reaction. (1) Reactant: [NH2:1][C:2]1[CH:7]=[C:6]([O:8][C:9]2[CH:14]=[CH:13][C:12]([N+:15]([O-:17])=[O:16])=[CH:11][CH:10]=2)[CH:5]=[CH:4][N:3]=1.[CH2:18]([N:20]([CH2:23][CH3:24])[CH2:21]C)[CH3:19].ClC(OC1C=CC=CC=1)=[O:27].N1CCCC1. Product: [N+:15]([C:12]1[CH:11]=[CH:10][C:9]([O:8][C:6]2[CH:5]=[CH:4][N:3]=[C:2]([NH:1][C:21]([N:20]3[CH2:23][CH2:24][CH2:19][CH2:18]3)=[O:27])[CH:7]=2)=[CH:14][CH:13]=1)([O-:17])=[O:16]. The catalyst class is: 7. (2) Reactant: [Cl:1][C:2]1[N:7]=[CH:6][N:5]=[C:4]([N:8]2[C:12](=[O:13])[C:11]([C:14]3[CH:15]=[N:16][CH:17]=[CH:18][CH:19]=3)=[CH:10][NH:9]2)[CH:3]=1.C(N(CC)C(C)C)(C)C.Cl.[NH:30]1[CH2:33][CH:32]([OH:34])[CH2:31]1.C(O)C. Product: [ClH:1].[OH:34][CH:32]1[CH2:33][N:30]([C:2]2[N:7]=[CH:6][N:5]=[C:4]([N:8]3[C:12](=[O:13])[C:11]([C:14]4[CH:15]=[N:16][CH:17]=[CH:18][CH:19]=4)=[CH:10][NH:9]3)[CH:3]=2)[CH2:31]1. The catalyst class is: 1. (3) Reactant: [NH2:1][C:2]1[N:10]=[C:9]([O:11][CH3:12])[CH:8]=[C:7]([O:13][CH3:14])[C:3]=1[C:4]([NH2:6])=[O:5].[OH:15][CH:16]1[CH2:21][CH2:20][N:19]([C:22]2[CH:29]=[CH:28][C:25]([CH:26]=O)=[CH:24][CH:23]=2)[CH2:18][CH2:17]1.O.C1(C)C=CC(S(O)(=O)=O)=CC=1.S(=O)(O)[O-].[Na+]. Product: [OH:15][CH:16]1[CH2:21][CH2:20][N:19]([C:22]2[CH:29]=[CH:28][C:25]([C:26]3[NH:6][C:4](=[O:5])[C:3]4[C:7]([O:13][CH3:14])=[CH:8][C:9]([O:11][CH3:12])=[N:10][C:2]=4[N:1]=3)=[CH:24][CH:23]=2)[CH2:18][CH2:17]1. The catalyst class is: 80. (4) Reactant: Cl.[Cl:2][C:3]1[CH:4]=[C:5]([CH:9]=[CH:10][C:11]=1[Cl:12])[CH2:6]CN.C([N:15]([CH2:18][CH3:19])[CH2:16]C)C.CO.[C:22](#[N:25])C=C. Product: [Cl:2][C:3]1[CH:4]=[C:5]([CH:9]=[CH:10][C:11]=1[Cl:12])[CH2:6][N:15]([CH3:16])[CH2:18][CH2:19][C:22]#[N:25]. The catalyst class is: 13.